Dataset: Catalyst prediction with 721,799 reactions and 888 catalyst types from USPTO. Task: Predict which catalyst facilitates the given reaction. Reactant: [C:1]([O:4][CH2:5][C:6]([CH3:49])([CH3:48])[CH2:7][N:8]1[C:14]2[CH:15]=[CH:16][C:17]([Cl:19])=[CH:18][C:13]=2[C@@H:12]([C:20]2[CH:25]=[CH:24][CH:23]=[C:22]([O:26][CH3:27])[C:21]=2[O:28][CH3:29])[O:11][C@H:10]([CH2:30][C:31]([NH:33][C:34]2[CH:39]=[CH:38][C:37]([CH2:40][CH2:41][C:42]([O:44]CC)=[O:43])=[CH:36][CH:35]=2)=[O:32])[C:9]1=[O:47])(=[O:3])[CH3:2].[OH-].[Na+].C(O)C. Product: [C:1]([O:4][CH2:5][C:6]([CH3:49])([CH3:48])[CH2:7][N:8]1[C:14]2[CH:15]=[CH:16][C:17]([Cl:19])=[CH:18][C:13]=2[C@@H:12]([C:20]2[CH:25]=[CH:24][CH:23]=[C:22]([O:26][CH3:27])[C:21]=2[O:28][CH3:29])[O:11][C@H:10]([CH2:30][C:31]([NH:33][C:34]2[CH:39]=[CH:38][C:37]([CH2:40][CH2:41][C:42]([OH:44])=[O:43])=[CH:36][CH:35]=2)=[O:32])[C:9]1=[O:47])(=[O:3])[CH3:2]. The catalyst class is: 6.